Dataset: Forward reaction prediction with 1.9M reactions from USPTO patents (1976-2016). Task: Predict the product of the given reaction. Given the reactants C(OC([N:8]1[CH2:13][CH2:12][CH:11]([C:14]2[CH:19]=[CH:18][C:17]([O:20][CH2:21][CH2:22][CH2:23][O:24][CH2:25][C:26]3[CH:31]=[CH:30][CH:29]=[CH:28][C:27]=3[O:32][CH3:33])=[CH:16][CH:15]=2)[C:10](=O)[CH2:9]1)=O)(C)(C)C.Cl.[CH2:36]([O:43][NH2:44])[C:37]1[CH:42]=[CH:41][CH:40]=[CH:39][CH:38]=1, predict the reaction product. The product is: [CH2:36]([O:43][N:44]=[C:10]1[CH:11]([C:14]2[CH:19]=[CH:18][C:17]([O:20][CH2:21][CH2:22][CH2:23][O:24][CH2:25][C:26]3[CH:31]=[CH:30][CH:29]=[CH:28][C:27]=3[O:32][CH3:33])=[CH:16][CH:15]=2)[CH2:12][CH2:13][NH:8][CH2:9]1)[C:37]1[CH:42]=[CH:41][CH:40]=[CH:39][CH:38]=1.